Dataset: Forward reaction prediction with 1.9M reactions from USPTO patents (1976-2016). Task: Predict the product of the given reaction. (1) Given the reactants CO[C:3]([C:5]1[S:21][C:8]2=[CH:9][N:10]=[CH:11][C:12]([O:13][C:14]3[CH:19]=[CH:18][C:17]([I:20])=[CH:16][CH:15]=3)=[C:7]2[CH:6]=1)=[O:4].[CH3:22][N:23]([CH3:27])[CH2:24][CH2:25][NH2:26].C(#N)C, predict the reaction product. The product is: [CH3:22][N:23]([CH3:27])[CH2:24][CH2:25][NH:26][C:3]([C:5]1[S:21][C:8]2=[CH:9][N:10]=[CH:11][C:12]([O:13][C:14]3[CH:15]=[CH:16][C:17]([I:20])=[CH:18][CH:19]=3)=[C:7]2[CH:6]=1)=[O:4]. (2) Given the reactants [F:1][C:2]([F:34])([F:33])[C:3]1[CH:8]=[CH:7][CH:6]=[CH:5][C:4]=1[NH:9][C:10]1[N:32]=[C:13]2[CH:14]=[CH:15][C:16]([C:18]3[CH:23]=[CH:22][C:21]([NH:24]C(=O)OC(C)(C)C)=[CH:20][CH:19]=3)=[CH:17][N:12]2[N:11]=1.C(O)(C(F)(F)F)=O.C(=O)([O-])[O-].[K+].[K+], predict the reaction product. The product is: [NH2:24][C:21]1[CH:22]=[CH:23][C:18]([C:16]2[CH:15]=[CH:14][C:13]3[N:12]([N:11]=[C:10]([NH:9][C:4]4[CH:5]=[CH:6][CH:7]=[CH:8][C:3]=4[C:2]([F:1])([F:34])[F:33])[N:32]=3)[CH:17]=2)=[CH:19][CH:20]=1.